This data is from HIV replication inhibition screening data with 41,000+ compounds from the AIDS Antiviral Screen. The task is: Binary Classification. Given a drug SMILES string, predict its activity (active/inactive) in a high-throughput screening assay against a specified biological target. The drug is COc1cccc2c(=O)c3ccccc3oc12. The result is 0 (inactive).